Dataset: Catalyst prediction with 721,799 reactions and 888 catalyst types from USPTO. Task: Predict which catalyst facilitates the given reaction. Reactant: [Zn:1].C[Si](C)(C)[Cl:4].C1(CCC(=O)CCC)C=CC=CC=1.C(=O)C1C=CC=CC=1.CC(=O)CCC.C1(C=CC(=O)CCC)C=CC=CC=1.[Br:47]CC(OC)=O.[NH:53]1[CH2:58][CH2:57][NH:56][CH2:55][CH2:54]1. Product: [Cl-:4].[Br-:47].[Zn+2:1].[NH:53]1[CH2:58][CH2:57][NH:56][CH2:55][CH2:54]1. The catalyst class is: 13.